Dataset: NCI-60 drug combinations with 297,098 pairs across 59 cell lines. Task: Regression. Given two drug SMILES strings and cell line genomic features, predict the synergy score measuring deviation from expected non-interaction effect. Drug 1: C1CN1P(=S)(N2CC2)N3CC3. Drug 2: C#CCC(CC1=CN=C2C(=N1)C(=NC(=N2)N)N)C3=CC=C(C=C3)C(=O)NC(CCC(=O)O)C(=O)O. Cell line: U251. Synergy scores: CSS=45.2, Synergy_ZIP=-2.43, Synergy_Bliss=-3.12, Synergy_Loewe=-5.33, Synergy_HSA=-0.133.